Dataset: Forward reaction prediction with 1.9M reactions from USPTO patents (1976-2016). Task: Predict the product of the given reaction. (1) Given the reactants C([NH:8][O:9][CH2:10][CH2:11][CH2:12][CH2:13][CH2:14][CH2:15][Br:16])(OC(C)(C)C)=O.[F:17][C:18]([F:23])([F:22])[C:19]([OH:21])=[O:20], predict the reaction product. The product is: [F:17][C:18]([F:23])([F:22])[C:19]([OH:21])=[O:20].[Br:16][CH2:15][CH2:14][CH2:13][CH2:12][CH2:11][CH2:10][O:9][NH2:8]. (2) Given the reactants C(OC([N:8]([C@@H:10]1[CH2:14][CH2:13][N:12]([S:15]([C:18]2[C:19]3[C:20]([Cl:29])=[CH:21][N:22]=[C:23]([Cl:28])[C:24]=3[CH:25]=[CH:26][CH:27]=2)(=[O:17])=[O:16])[CH2:11]1)[CH3:9])=O)(C)(C)C.C(OC([NH:37][C@H]1CCN(S(C2C3C(Cl)=CN=C(Cl)C=3C=CC=2)(=O)=O)C1)=O)(C)(C)C, predict the reaction product. The product is: [NH2:37][C:23]1[C:24]2[CH:25]=[CH:26][CH:27]=[C:18]([S:15]([N:12]3[CH2:13][CH2:14][C@@H:10]([NH:8][CH3:9])[CH2:11]3)(=[O:17])=[O:16])[C:19]=2[C:20]([Cl:29])=[CH:21][N:22]=1.[ClH:28]. (3) Given the reactants Cl[C:2]([O:4][CH2:5][CH2:6][CH3:7])=[O:3].[N+:8]([C:11]1[CH:16]=[CH:15][C:14]([OH:17])=[CH:13][CH:12]=1)([O-:10])=[O:9].C(N(CC)CC)C.O, predict the reaction product. The product is: [CH2:5]([O:4][C:2]([O:17][C:14]1[CH:15]=[CH:16][C:11]([N+:8]([O-:10])=[O:9])=[CH:12][CH:13]=1)=[O:3])[CH2:6][CH3:7]. (4) Given the reactants [F:1][C:2]([F:43])([F:42])[C:3]1[CH:4]=[C:5]([C@H:13]2[O:17][C:16](=[O:18])[N:15]([CH2:19][C:20]3[CH:25]=[C:24]([N+:26]([O-])=O)[CH:23]=[CH:22][C:21]=3[C:29]3[CH:34]=[C:33]([CH:35]([CH3:37])[CH3:36])[C:32]([F:38])=[CH:31][C:30]=3[O:39][CH3:40])[C@H:14]2[CH3:41])[CH:6]=[C:7]([C:9]([F:12])([F:11])[F:10])[CH:8]=1, predict the reaction product. The product is: [NH2:26][C:24]1[CH:23]=[CH:22][C:21]([C:29]2[CH:34]=[C:33]([CH:35]([CH3:36])[CH3:37])[C:32]([F:38])=[CH:31][C:30]=2[O:39][CH3:40])=[C:20]([CH2:19][N:15]2[C@@H:14]([CH3:41])[C@@H:13]([C:5]3[CH:6]=[C:7]([C:9]([F:10])([F:11])[F:12])[CH:8]=[C:3]([C:2]([F:43])([F:42])[F:1])[CH:4]=3)[O:17][C:16]2=[O:18])[CH:25]=1.